Dataset: Forward reaction prediction with 1.9M reactions from USPTO patents (1976-2016). Task: Predict the product of the given reaction. (1) Given the reactants Br[CH2:2][CH2:3][CH2:4][C:5]#[N:6].[OH:7][C:8]1[CH:13]=[CH:12][C:11]([CH2:14][C:15]#[N:16])=[CH:10][CH:9]=1.C(=O)([O-])[O-].[K+].[K+], predict the reaction product. The product is: [C:15]([CH2:14][C:11]1[CH:12]=[CH:13][C:8]([O:7][CH2:2][CH2:3][CH2:4][C:5]#[N:6])=[CH:9][CH:10]=1)#[N:16]. (2) Given the reactants [Cl:1][C:2]1[CH:10]=[C:9]2[C:5]([CH2:6][C:7](=[O:11])[NH:8]2)=[CH:4][CH:3]=1.[H-].[Na+].Cl[C:15]1[C:24]2[C:19](=[CH:20][C:21]([O:25][CH2:26][CH2:27][CH2:28][N:29]3[CH2:34][CH2:33][O:32][CH2:31][CH2:30]3)=[CH:22][CH:23]=2)[N:18]=[CH:17][N:16]=1, predict the reaction product. The product is: [ClH:1].[Cl:1][C:2]1[CH:10]=[C:9]2[C:5]([CH:6]([C:15]3[C:24]4[C:19](=[CH:20][C:21]([O:25][CH2:26][CH2:27][CH2:28][N:29]5[CH2:34][CH2:33][O:32][CH2:31][CH2:30]5)=[CH:22][CH:23]=4)[N:18]=[CH:17][N:16]=3)[C:7](=[O:11])[NH:8]2)=[CH:4][CH:3]=1. (3) Given the reactants Cl[C:2]1[N:7]=[CH:6][N:5]=[C:4]([O:8][CH:9]2[CH2:14][CH2:13][N:12]([C:15]([O:17][CH:18]([CH3:20])[CH3:19])=[O:16])[CH2:11][CH2:10]2)[C:3]=1[O:21][CH3:22].[NH2:23][C:24]1[C:25]([CH3:32])=[CH:26][C:27]([C:30]#[N:31])=[N:28][CH:29]=1.C(N1CCN2CCN(CC(C)C)P1N(CC(C)C)CC2)C(C)C.O(C(C)(C)C)[Na], predict the reaction product. The product is: [C:30]([C:27]1[N:28]=[CH:29][C:24]([NH:23][C:2]2[N:7]=[CH:6][N:5]=[C:4]([O:8][CH:9]3[CH2:14][CH2:13][N:12]([C:15]([O:17][CH:18]([CH3:20])[CH3:19])=[O:16])[CH2:11][CH2:10]3)[C:3]=2[O:21][CH3:22])=[C:25]([CH3:32])[CH:26]=1)#[N:31]. (4) Given the reactants [CH2:1]([C:3]1[CH:8]=[CH:7][C:6]([NH2:9])=[CH:5][CH:4]=1)[CH3:2].C1C(=O)N([Br:17])C(=O)C1.CCOC(C)=O, predict the reaction product. The product is: [Br:17][C:5]1[CH:4]=[C:3]([CH2:1][CH3:2])[CH:8]=[CH:7][C:6]=1[NH2:9]. (5) Given the reactants [Li+].[OH-].OO.C([C@@H]1COC(=O)N1[C:18](=[O:45])[C@H:19]([C@H:31]1[N:35]([C:36]([O:38][C:39]([CH3:42])([CH3:41])[CH3:40])=[O:37])[C:34](C)(C)[CH2:33][CH2:32]1)[C:20]1[CH:25]=[CH:24][C:23]([C:26]([F:29])([F:28])[F:27])=[C:22]([F:30])[CH:21]=1)C1C=CC=CC=1.[O-:46]S([O-])=O.[Na+].[Na+].OS([O-])(=O)=O.[K+], predict the reaction product. The product is: [C:39]([O:38][C:36]([N:35]1[CH2:34][CH2:33][CH2:32][C@H:31]1[C@H:19]([C:20]1[CH:25]=[CH:24][C:23]([C:26]([F:29])([F:27])[F:28])=[C:22]([F:30])[CH:21]=1)[C:18]([OH:45])=[O:46])=[O:37])([CH3:42])([CH3:40])[CH3:41]. (6) Given the reactants [F:1][C:2]1[CH:3]=[C:4]([C:9](=O)[CH2:10][C:11](=O)[C:12]([F:15])([F:14])[F:13])[CH:5]=[CH:6][C:7]=1[F:8].[NH2:18][C:19]1[C:23]([C:24]#[N:25])=[CH:22][NH:21][N:20]=1, predict the reaction product. The product is: [F:1][C:2]1[CH:3]=[C:4]([C:9]2[CH:10]=[C:11]([C:12]([F:15])([F:14])[F:13])[N:20]3[N:21]=[CH:22][C:23]([C:24]#[N:25])=[C:19]3[N:18]=2)[CH:5]=[CH:6][C:7]=1[F:8]. (7) Given the reactants [Br:1][C:2]1[CH:3]=[C:4]([NH:10][C:11]2[CH:16]=[CH:15][C:14]([N:17]3[CH2:22][CH2:21][NH:20][CH2:19][C:18]3([CH3:24])[CH3:23])=[CH:13][N:12]=2)[C:5](=[O:9])[N:6]([CH3:8])[CH:7]=1.[O:25]1[CH2:28][C:27](=O)[CH2:26]1.[BH3-]C#N.[Na+], predict the reaction product. The product is: [Br:1][C:2]1[CH:3]=[C:4]([NH:10][C:11]2[CH:16]=[CH:15][C:14]([N:17]3[CH2:22][CH2:21][N:20]([CH:27]4[CH2:28][O:25][CH2:26]4)[CH2:19][C:18]3([CH3:24])[CH3:23])=[CH:13][N:12]=2)[C:5](=[O:9])[N:6]([CH3:8])[CH:7]=1. (8) Given the reactants Cl[C:2]1[N:7]=[C:6]([N:8]2[CH2:13][CH2:12][N:11]([C:14]([O:16][C:17]([CH3:20])([CH3:19])[CH3:18])=[O:15])[CH2:10][CH2:9]2)[C:5]([CH3:21])=[CH:4][N:3]=1.[NH2:22][C:23]1[CH:31]=[CH:30][C:26]([C:27]([OH:29])=[O:28])=[CH:25][C:24]=1[N+:32]([O-:34])=[O:33].C(=O)([O-])[O-].[Cs+].[Cs+], predict the reaction product. The product is: [C:17]([O:16][C:14]([N:11]1[CH2:12][CH2:13][N:8]([C:6]2[C:5]([CH3:21])=[CH:4][N:3]=[C:2]([NH:22][C:23]3[CH:31]=[CH:30][C:26]([C:27]([OH:29])=[O:28])=[CH:25][C:24]=3[N+:32]([O-:34])=[O:33])[N:7]=2)[CH2:9][CH2:10]1)=[O:15])([CH3:20])([CH3:19])[CH3:18]. (9) Given the reactants [NH2:1][C:2]1[C:3]([C:18]([OH:20])=O)=[N:4][C:5]([C:8]2[CH:13]=[CH:12][C:11]([S:14]([CH3:17])(=[O:16])=[O:15])=[CH:10][CH:9]=2)=[CH:6][N:7]=1.C(OP(C#N)(OCC)=O)C.[NH2:31][C:32]1[CH:37]=[CH:36][CH:35]=[CH:34][CH:33]=1.C(N(CC)CC)C, predict the reaction product. The product is: [NH2:1][C:2]1[C:3]([C:18]([NH:31][C:32]2[CH:37]=[CH:36][CH:35]=[CH:34][CH:33]=2)=[O:20])=[N:4][C:5]([C:8]2[CH:9]=[CH:10][C:11]([S:14]([CH3:17])(=[O:15])=[O:16])=[CH:12][CH:13]=2)=[CH:6][N:7]=1.